Dataset: Reaction yield outcomes from USPTO patents with 853,638 reactions. Task: Predict the reaction yield, written as a fraction of the theoretical maximum amount of product (1.0 means a 100% yield; for example, 0.34 means a 34% yield). (1) The reactants are [N:1]1([C:7]2[CH:8]=[N:9][C:10]3[C:15]([N:16]=2)=[CH:14][C:13]([C:17]2[CH:18]=[C:19]([NH:23][S:24]([C:27]4[CH:32]=[CH:31][CH:30]=[CH:29][CH:28]=4)(=[O:26])=[O:25])[CH:20]=[N:21][CH:22]=2)=[CH:12][CH:11]=3)[CH2:6][CH2:5][NH:4][CH2:3][CH2:2]1.C(N(CC)CC)C.S(Cl)(Cl)(=O)=O.[CH3:45][CH:46]([CH3:52])[CH2:47][S:48](Cl)(=[O:50])=[O:49]. The catalyst is ClCCl. The product is [CH3:45][CH:46]([CH3:52])[CH2:47][S:48]([N:4]1[CH2:5][CH2:6][N:1]([C:7]2[CH:8]=[N:9][C:10]3[C:15]([N:16]=2)=[CH:14][C:13]([C:17]2[CH:18]=[C:19]([NH:23][S:24]([C:27]4[CH:32]=[CH:31][CH:30]=[CH:29][CH:28]=4)(=[O:26])=[O:25])[CH:20]=[N:21][CH:22]=2)=[CH:12][CH:11]=3)[CH2:2][CH2:3]1)(=[O:50])=[O:49]. The yield is 0.200. (2) The reactants are Br[C:2]1[N:3]=[C:4]2[C:9](=[N:10][CH:11]=1)[N:8]=[CH:7][N:6]([C:12]1[CH:17]=[CH:16][CH:15]=[C:14]([F:18])[CH:13]=1)[C:5]2=[O:19].[F:20][C:21]1[CH:26]=[CH:25][C:24]([C:27]2[O:28][C:29]3[CH:39]=[C:38]([N:40]([CH3:45])[S:41]([CH3:44])(=[O:43])=[O:42])[C:37](B4OC(C)(C)C(C)(C)O4)=[CH:36][C:30]=3[C:31]=2[C:32]([NH:34][CH3:35])=[O:33])=[CH:23][CH:22]=1.C([O-])([O-])=O.[Na+].[Na+]. The catalyst is O1CCOCC1.O.C1C=CC(P(C2C=CC=CC=2)[C-]2C=CC=C2)=CC=1.C1C=CC(P(C2C=CC=CC=2)[C-]2C=CC=C2)=CC=1.Cl[Pd]Cl.[Fe+2]. The product is [F:20][C:21]1[CH:26]=[CH:25][C:24]([C:27]2[O:28][C:29]3[CH:39]=[C:38]([N:40]([CH3:45])[S:41]([CH3:44])(=[O:42])=[O:43])[C:37]([C:2]4[N:3]=[C:4]5[C:9](=[N:10][CH:11]=4)[N:8]=[CH:7][N:6]([C:12]4[CH:17]=[CH:16][CH:15]=[C:14]([F:18])[CH:13]=4)[C:5]5=[O:19])=[CH:36][C:30]=3[C:31]=2[C:32]([NH:34][CH3:35])=[O:33])=[CH:23][CH:22]=1. The yield is 0.500. (3) The reactants are [F:1][C:2]([F:30])([C:20]1[CH:25]=[CH:24][C:23]([C:26]([F:29])([F:28])[F:27])=[CH:22][N:21]=1)[CH2:3][N:4]1[CH2:9][CH2:8][CH:7]([NH:10][C:11]2[C:12]3[CH:19]=[CH:18][NH:17][C:13]=3[N:14]=[CH:15][N:16]=2)[CH2:6][CH2:5]1.[ClH:31].CCOCC. The catalyst is CO. The product is [ClH:31].[F:30][C:2]([F:1])([C:20]1[CH:25]=[CH:24][C:23]([C:26]([F:28])([F:29])[F:27])=[CH:22][N:21]=1)[CH2:3][N:4]1[CH2:9][CH2:8][CH:7]([NH:10][C:11]2[C:12]3[CH:19]=[CH:18][NH:17][C:13]=3[N:14]=[CH:15][N:16]=2)[CH2:6][CH2:5]1. The yield is 0.980. (4) The reactants are Br[C:2]1[CH:3]=[CH:4][C:5]2[O:14][CH2:13][CH2:12][C:11]3[S:10][C:9]([C:15]4[N:16]([CH:20]([CH3:22])[CH3:21])[N:17]=[CH:18][N:19]=4)=[N:8][C:7]=3[C:6]=2[CH:23]=1.[CH2:24]([O:26][C:27]1[C:32](B(O)O)=[CH:31][CH:30]=[CH:29][N:28]=1)[CH3:25]. No catalyst specified. The product is [CH2:24]([O:26][C:27]1[C:32]([C:2]2[CH:3]=[CH:4][C:5]3[O:14][CH2:13][CH2:12][C:11]4[S:10][C:9]([C:15]5[N:16]([CH:20]([CH3:22])[CH3:21])[N:17]=[CH:18][N:19]=5)=[N:8][C:7]=4[C:6]=3[CH:23]=2)=[CH:31][CH:30]=[CH:29][N:28]=1)[CH3:25]. The yield is 0.270. (5) The yield is 0.130. The catalyst is Cl.O1CCOCC1. The product is [NH2:23][CH2:22][CH:21]1[C:6]2[CH:7]=[CH:8][C:3]([N:2]([CH3:1])[C:12]3[CH:17]=[CH:16][CH:15]=[CH:14][CH:13]=3)=[CH:4][C:5]=2[CH2:9][CH2:10][O:11]1. The reactants are [CH3:1][N:2]([C:12]1[CH:17]=[CH:16][CH:15]=[CH:14][CH:13]=1)[C:3]1[CH:4]=[C:5]([CH2:9][CH2:10][OH:11])[CH:6]=[CH:7][CH:8]=1.C(O[CH:21](OCC)[CH2:22][NH2:23])C.